Dataset: Full USPTO retrosynthesis dataset with 1.9M reactions from patents (1976-2016). Task: Predict the reactants needed to synthesize the given product. Given the product [N:31]1[C:32]2[C:27](=[CH:26][C:25]([CH2:24][N:21]3[C:19]4=[N:20][C:15]([C:13]5[CH:12]=[N:11][N:10]([CH2:9][CH2:8][OH:7])[CH:14]=5)=[CH:16][CH:17]=[C:18]4[N:23]=[N:22]3)=[CH:34][CH:33]=2)[CH:28]=[CH:29][CH:30]=1, predict the reactants needed to synthesize it. The reactants are: O1CCCCC1[O:7][CH2:8][CH2:9][N:10]1[CH:14]=[C:13]([C:15]2[N:20]=[C:19]3[N:21]([CH2:24][C:25]4[CH:26]=[C:27]5[C:32](=[CH:33][CH:34]=4)[N:31]=[CH:30][CH:29]=[CH:28]5)[N:22]=[N:23][C:18]3=[CH:17][CH:16]=2)[CH:12]=[N:11]1.C12(CS(O)(=O)=O)C(C)(C)C(CC1)CC2=O.C(=O)(O)[O-].[Na+].